Dataset: NCI-60 drug combinations with 297,098 pairs across 59 cell lines. Task: Regression. Given two drug SMILES strings and cell line genomic features, predict the synergy score measuring deviation from expected non-interaction effect. (1) Drug 1: CCC1=CC2CC(C3=C(CN(C2)C1)C4=CC=CC=C4N3)(C5=C(C=C6C(=C5)C78CCN9C7C(C=CC9)(C(C(C8N6C)(C(=O)OC)O)OC(=O)C)CC)OC)C(=O)OC.C(C(C(=O)O)O)(C(=O)O)O. Drug 2: C1=CC=C(C(=C1)C(C2=CC=C(C=C2)Cl)C(Cl)Cl)Cl. Cell line: KM12. Synergy scores: CSS=58.9, Synergy_ZIP=3.16, Synergy_Bliss=4.46, Synergy_Loewe=-44.5, Synergy_HSA=5.94. (2) Drug 1: C1CC(=O)NC(=O)C1N2CC3=C(C2=O)C=CC=C3N. Synergy scores: CSS=6.70, Synergy_ZIP=0.433, Synergy_Bliss=-4.63, Synergy_Loewe=-3.05, Synergy_HSA=-3.03. Cell line: HL-60(TB). Drug 2: CC1C(C(=O)NC(C(=O)N2CCCC2C(=O)N(CC(=O)N(C(C(=O)O1)C(C)C)C)C)C(C)C)NC(=O)C3=C4C(=C(C=C3)C)OC5=C(C(=O)C(=C(C5=N4)C(=O)NC6C(OC(=O)C(N(C(=O)CN(C(=O)C7CCCN7C(=O)C(NC6=O)C(C)C)C)C)C(C)C)C)N)C. (3) Drug 1: CCCS(=O)(=O)NC1=C(C(=C(C=C1)F)C(=O)C2=CNC3=C2C=C(C=N3)C4=CC=C(C=C4)Cl)F. Drug 2: C(CN)CNCCSP(=O)(O)O. Cell line: ACHN. Synergy scores: CSS=-0.874, Synergy_ZIP=-3.00, Synergy_Bliss=-5.16, Synergy_Loewe=-8.95, Synergy_HSA=-5.90. (4) Drug 1: CC1OCC2C(O1)C(C(C(O2)OC3C4COC(=O)C4C(C5=CC6=C(C=C35)OCO6)C7=CC(=C(C(=C7)OC)O)OC)O)O. Drug 2: C1=C(C(=O)NC(=O)N1)F. Cell line: A498. Synergy scores: CSS=57.3, Synergy_ZIP=-9.81, Synergy_Bliss=-11.6, Synergy_Loewe=-1.79, Synergy_HSA=-0.875. (5) Drug 1: C1=CC(=CC=C1CC(C(=O)O)N)N(CCCl)CCCl.Cl. Drug 2: C1=CC(=CC=C1CCCC(=O)O)N(CCCl)CCCl. Cell line: RXF 393. Synergy scores: CSS=30.2, Synergy_ZIP=8.88, Synergy_Bliss=12.5, Synergy_Loewe=10.1, Synergy_HSA=13.2. (6) Drug 1: C1CC(=O)NC(=O)C1N2CC3=C(C2=O)C=CC=C3N. Drug 2: CCC1(CC2CC(C3=C(CCN(C2)C1)C4=CC=CC=C4N3)(C5=C(C=C6C(=C5)C78CCN9C7C(C=CC9)(C(C(C8N6C=O)(C(=O)OC)O)OC(=O)C)CC)OC)C(=O)OC)O.OS(=O)(=O)O. Cell line: SK-OV-3. Synergy scores: CSS=5.57, Synergy_ZIP=-1.06, Synergy_Bliss=1.01, Synergy_Loewe=0.174, Synergy_HSA=0.182. (7) Drug 1: C1=CN(C=N1)CC(O)(P(=O)(O)O)P(=O)(O)O. Drug 2: CN1C2=C(C=C(C=C2)N(CCCl)CCCl)N=C1CCCC(=O)O.Cl. Cell line: RPMI-8226. Synergy scores: CSS=0.310, Synergy_ZIP=1.44, Synergy_Bliss=3.61, Synergy_Loewe=0.677, Synergy_HSA=0.869.